From a dataset of Peptide-MHC class I binding affinity with 185,985 pairs from IEDB/IMGT. Regression. Given a peptide amino acid sequence and an MHC pseudo amino acid sequence, predict their binding affinity value. This is MHC class I binding data. (1) The peptide sequence is KSLFNTVATLY. The MHC is HLA-B15:09 with pseudo-sequence HLA-B15:09. The binding affinity (normalized) is 0.0847. (2) The peptide sequence is FMKIGAHPI. The MHC is H-2-Kb with pseudo-sequence H-2-Kb. The binding affinity (normalized) is 0.124. (3) The peptide sequence is NVTIPEQYT. The MHC is HLA-A02:01 with pseudo-sequence HLA-A02:01. The binding affinity (normalized) is 0. (4) The peptide sequence is KSYEHQTPF. The MHC is HLA-A31:01 with pseudo-sequence HLA-A31:01. The binding affinity (normalized) is 0.601. (5) The peptide sequence is TVADIWHAM. The MHC is HLA-B15:09 with pseudo-sequence HLA-B15:09. The binding affinity (normalized) is 0.0847. (6) The peptide sequence is IGRGKNHAR. The MHC is HLA-A03:01 with pseudo-sequence HLA-A03:01. The binding affinity (normalized) is 0.0847. (7) The peptide sequence is FQKAFSMPL. The MHC is HLA-A24:02 with pseudo-sequence HLA-A24:02. The binding affinity (normalized) is 0.0552.